Task: Predict the reactants needed to synthesize the given product.. Dataset: Full USPTO retrosynthesis dataset with 1.9M reactions from patents (1976-2016) (1) Given the product [CH:1]([C:4]1[N:8]=[C:7]([N:9]2[CH2:14][CH2:13][CH:12]([O:15][C:16]3[S:17][C:18]4[CH:24]=[C:23]([C:25]5[CH2:30][CH2:29][NH:28][CH2:27][CH:26]=5)[CH:22]=[CH:21][C:19]=4[N:20]=3)[CH2:11][CH2:10]2)[O:6][N:5]=1)([CH3:3])[CH3:2], predict the reactants needed to synthesize it. The reactants are: [CH:1]([C:4]1[N:8]=[C:7]([N:9]2[CH2:14][CH2:13][CH:12]([O:15][C:16]3[S:17][C:18]4[CH:24]=[C:23]([C:25]5[CH2:30][CH2:29][N:28](C(OC(C)(C)C)=O)[CH2:27][CH:26]=5)[CH:22]=[CH:21][C:19]=4[N:20]=3)[CH2:11][CH2:10]2)[O:6][N:5]=1)([CH3:3])[CH3:2].C(O)(C(F)(F)F)=O. (2) Given the product [Cl:32][CH:13]1[CH2:12][CH:11]([C:4]2[C:3]([O:2][CH3:1])=[CH:8][CH:7]=[CH:6][C:5]=2[O:9][CH3:10])[N:15]([CH2:16][C:17]2[CH:22]=[CH:21][C:20]([O:23][C:24]([F:27])([F:26])[F:25])=[CH:19][CH:18]=2)[C:14]1=[O:28], predict the reactants needed to synthesize it. The reactants are: [CH3:1][O:2][C:3]1[CH:8]=[CH:7][CH:6]=[C:5]([O:9][CH3:10])[C:4]=1[CH:11]1[N:15]([CH2:16][C:17]2[CH:22]=[CH:21][C:20]([O:23][C:24]([F:27])([F:26])[F:25])=[CH:19][CH:18]=2)[C:14](=[O:28])[CH:13](O)[CH2:12]1.O=S(Cl)[Cl:32].N1C=CC=CC=1. (3) Given the product [Cl:26][C:4]1[CH:3]=[C:2]([NH:78][C:75](=[O:77])[CH3:76])[CH:7]=[CH:6][C:5]=1[N:8]1[C:12]2=[N:13][C:14]3[C:19]([Cl:20])=[CH:18][CH:17]=[C:16]([CH:21]([CH2:24][CH3:25])[CH2:22][CH3:23])[C:15]=3[N:11]2[CH2:10][CH2:9]1, predict the reactants needed to synthesize it. The reactants are: Br[C:2]1[CH:7]=[CH:6][C:5]([N:8]2[C:12]3=[N:13][C:14]4[C:19]([Cl:20])=[CH:18][CH:17]=[C:16]([CH:21]([CH2:24][CH3:25])[CH2:22][CH3:23])[C:15]=4[N:11]3[CH2:10][CH2:9]2)=[C:4]([Cl:26])[CH:3]=1.CC1(C)C2C(=C(P(C3C=CC=CC=3)C3C=CC=CC=3)C=CC=2)OC2C(P(C3C=CC=CC=3)C3C=CC=CC=3)=CC=CC1=2.C(=O)([O-])[O-].[Cs+].[Cs+].[C:75]([NH2:78])(=[O:77])[CH3:76]. (4) Given the product [CH2:42]([O:49][C:50]1[CH:51]=[CH:52][C:53]([NH:54][C:17]([C:14]2[CH:15]=[C:16]3[C:11](=[CH:12][CH:13]=2)[N:10]([CH3:21])[N:9]=[C:8]3[N:5]2[CH2:4][CH2:3][N:2]([CH3:1])[CH2:7][CH2:6]2)=[O:19])=[CH:55][CH:56]=1)[C:43]1[CH:44]=[CH:45][CH:46]=[CH:47][CH:48]=1, predict the reactants needed to synthesize it. The reactants are: [CH3:1][N:2]1[CH2:7][CH2:6][N:5]([C:8]2[C:16]3[C:11](=[CH:12][CH:13]=[C:14]([C:17]([O-:19])=O)[CH:15]=3)[NH:10][N:9]=2)[CH2:4][CH2:3]1.[Li+].[CH2:21](Cl)CCl.C1C=CC2N(O)N=NC=2C=1.CCN(CC)CC.[CH2:42]([O:49][C:50]1[CH:56]=[CH:55][C:53]([NH2:54])=[CH:52][CH:51]=1)[C:43]1[CH:48]=[CH:47][CH:46]=[CH:45][CH:44]=1.Cl. (5) Given the product [Br:1][C:2]1[CH:11]=[CH:10][CH:9]=[C:8]2[C:3]=1[CH2:4][CH2:5][C:6](=[O:12])[N:7]2[CH3:13], predict the reactants needed to synthesize it. The reactants are: [Br:1][C:2]1[CH:11]=[CH:10][CH:9]=[C:8]2[C:3]=1[CH2:4][CH2:5][C:6](=[O:12])[NH:7]2.[CH3:13][Si]([N-][Si](C)(C)C)(C)C.[K+].CI.O. (6) Given the product [NH2:20][C:2]1[N:3]=[CH:4][C:5]2[N:6]([C:8]([CH2:18][OH:19])=[C:9]([C:11]3[CH:16]=[CH:15][C:14]([F:17])=[CH:13][CH:12]=3)[N:10]=2)[CH:7]=1, predict the reactants needed to synthesize it. The reactants are: Br[C:2]1[N:3]=[CH:4][C:5]2[N:6]([C:8]([CH2:18][OH:19])=[C:9]([C:11]3[CH:16]=[CH:15][C:14]([F:17])=[CH:13][CH:12]=3)[N:10]=2)[CH:7]=1.[NH3:20]. (7) Given the product [CH3:4][CH:5]1[CH:10]=[C:9]([CH3:11])[CH2:8][CH2:7][C:6]1([CH:12]([OH:13])[CH3:1])[CH:14]=[CH2:15], predict the reactants needed to synthesize it. The reactants are: [CH3:1][Mg]Br.[CH3:4][CH:5]1[CH:10]=[C:9]([CH3:11])[CH2:8][CH2:7][C:6]1([CH:14]=[CH2:15])[CH:12]=[O:13].[NH4+].[Cl-]. (8) The reactants are: [CH:1]1([N:4]([CH2:39][C:40]2[CH:45]=[C:44]([CH2:46][CH2:47][CH2:48][O:49][CH3:50])[CH:43]=[C:42]([OH:51])[CH:41]=2)[C:5]([C@@H:7]2[C@@H:12]([C:13]3[CH:18]=[CH:17][C:16]([O:19][CH2:20][CH2:21][O:22][C:23]4[C:28]([Cl:29])=[CH:27][C:26]([CH3:30])=[CH:25][C:24]=4[Cl:31])=[CH:15][CH:14]=3)[CH2:11][CH2:10][N:9]([C:32]([O:34][C:35]([CH3:38])([CH3:37])[CH3:36])=[O:33])[CH2:8]2)=[O:6])[CH2:3][CH2:2]1.C(N(CC)CC)C.[F:59][C:60]([F:73])([F:72])[S:61](O[S:61]([C:60]([F:73])([F:72])[F:59])(=[O:63])=[O:62])(=[O:63])=[O:62]. Given the product [CH:1]1([N:4]([CH2:39][C:40]2[CH:41]=[C:42]([O:51][S:61]([C:60]([F:73])([F:72])[F:59])(=[O:63])=[O:62])[CH:43]=[C:44]([CH2:46][CH2:47][CH2:48][O:49][CH3:50])[CH:45]=2)[C:5]([C@@H:7]2[C@@H:12]([C:13]3[CH:14]=[CH:15][C:16]([O:19][CH2:20][CH2:21][O:22][C:23]4[C:28]([Cl:29])=[CH:27][C:26]([CH3:30])=[CH:25][C:24]=4[Cl:31])=[CH:17][CH:18]=3)[CH2:11][CH2:10][N:9]([C:32]([O:34][C:35]([CH3:38])([CH3:37])[CH3:36])=[O:33])[CH2:8]2)=[O:6])[CH2:3][CH2:2]1, predict the reactants needed to synthesize it.